From a dataset of hERG Central: cardiac toxicity at 1µM, 10µM, and general inhibition. Predict hERG channel inhibition at various concentrations. (1) The compound is O=C(c1ccc(Cl)cc1)N1CCC(C(=O)N2CCCc3ccccc32)CC1. Results: hERG_inhib (hERG inhibition (general)): blocker. (2) The drug is CCOC(=O)N1CCN(C(=O)c2cc3c(s2)-c2ccc(Cl)cc2S(=O)(=O)C3)CC1. Results: hERG_inhib (hERG inhibition (general)): blocker. (3) The drug is Cc1ccc(NC(=O)CSc2nnc(-c3ccoc3C)n2CCCN(C)C)cc1Cl. Results: hERG_inhib (hERG inhibition (general)): blocker. (4) The drug is CN(C)C/C=C(\c1ccc(Br)cc1)c1cccnc1.Cl.O. Results: hERG_inhib (hERG inhibition (general)): blocker. (5) The compound is COc1ccc(OC)c(CN2CCN(CC(=O)Nc3ccccc3C(=O)NC3CC3)CC2)c1. Results: hERG_inhib (hERG inhibition (general)): blocker. (6) The molecule is C=CCOc1ccccc1CN1CCC(Oc2cc(C(=O)NC3CC3)ccc2OC)CC1. Results: hERG_inhib (hERG inhibition (general)): blocker. (7) The drug is COc1ccc2c(c1)sc(N)[n+]2Cc1cccc2cccnc12.[Br-]. Results: hERG_inhib (hERG inhibition (general)): blocker.